From a dataset of Forward reaction prediction with 1.9M reactions from USPTO patents (1976-2016). Predict the product of the given reaction. (1) Given the reactants [NH:1]1[C:10]2[C:5](=[CH:6][CH:7]=[CH:8][CH:9]=2)[CH2:4][CH2:3][CH2:2]1.Br[CH2:12][CH2:13][CH2:14][CH2:15][C:16]([O:18][CH2:19][CH3:20])=[O:17].[I-].[Na+].C(=O)([O-])[O-].[K+].[K+], predict the reaction product. The product is: [N:1]1([CH2:12][CH2:13][CH2:14][CH2:15][C:16]([O:18][CH2:19][CH3:20])=[O:17])[C:10]2[C:5](=[CH:6][CH:7]=[CH:8][CH:9]=2)[CH2:4][CH2:3][CH2:2]1. (2) The product is: [Cl:56][C:2]([Cl:1])([Cl:57])[C:3]([O:6][C:7]([N:9]1[CH:14]2[C:15]([C:34](=[O:48])[N:35]([CH:45]3[CH2:47][CH2:46]3)[CH2:36][C:37]3[CH:42]=[CH:41][CH:40]=[C:39]([Cl:43])[C:38]=3[Cl:44])=[C:16]([C:18]3[O:22][N:21]=[C:20]([CH2:23][CH2:24][CH2:25][OH:26])[CH:19]=3)[CH2:17][CH:10]1[CH2:11][N:12]([C:49]([O:51][C:52]([CH3:55])([CH3:54])[CH3:53])=[O:50])[CH2:13]2)=[O:8])([CH3:4])[CH3:5]. Given the reactants [Cl:1][C:2]([Cl:57])([Cl:56])[C:3]([O:6][C:7]([N:9]1[CH:14]2[C:15]([C:34](=[O:48])[N:35]([CH:45]3[CH2:47][CH2:46]3)[CH2:36][C:37]3[CH:42]=[CH:41][CH:40]=[C:39]([Cl:43])[C:38]=3[Cl:44])=[C:16]([C:18]3[O:22][N:21]=[C:20]([CH2:23][CH2:24][CH2:25][O:26][Si](C(C)(C)C)(C)C)[CH:19]=3)[CH2:17][CH:10]1[CH2:11][N:12]([C:49]([O:51][C:52]([CH3:55])([CH3:54])[CH3:53])=[O:50])[CH2:13]2)=[O:8])([CH3:5])[CH3:4].CCCC[N+](CCCC)(CCCC)CCCC.[F-], predict the reaction product. (3) Given the reactants C(OC([NH:8][C@@H:9]([C:18]1[CH:23]=[CH:22][CH:21]=[CH:20][CH:19]=1)[C:10]([N:12]1[CH2:17][CH2:16][O:15][CH2:14][CH2:13]1)=[O:11])=O)(C)(C)C.[ClH:24].C(OCC)C, predict the reaction product. The product is: [ClH:24].[N:12]1([C:10](=[O:11])[C@@H:9]([NH2:8])[C:18]2[CH:23]=[CH:22][CH:21]=[CH:20][CH:19]=2)[CH2:17][CH2:16][O:15][CH2:14][CH2:13]1. (4) Given the reactants C[O:2][C:3]([CH:5]1[CH2:9][CH:8]([CH2:10][CH2:11][C:12]([F:16])([F:15])[CH2:13][CH3:14])[CH2:7][N:6]1[C:17]([O:19][C:20]([CH3:23])([CH3:22])[CH3:21])=[O:18])=[O:4].O.[OH-].[Li+], predict the reaction product. The product is: [C:20]([O:19][C:17]([N:6]1[CH2:7][CH:8]([CH2:10][CH2:11][C:12]([F:15])([F:16])[CH2:13][CH3:14])[CH2:9][CH:5]1[C:3]([OH:4])=[O:2])=[O:18])([CH3:21])([CH3:22])[CH3:23]. (5) The product is: [NH2:30][CH2:29]/[CH:28]=[CH:27]/[C:25]1[NH:26][C:19]2[C:18]([NH:17][C:4]3[CH:5]=[CH:6][C:7]([O:8][CH2:9][C:10]4[CH:15]=[CH:14][CH:13]=[C:12]([F:16])[CH:11]=4)=[C:2]([Cl:1])[CH:3]=3)=[N:23][CH:22]=[N:21][C:20]=2[CH:24]=1. Given the reactants [Cl:1][C:2]1[CH:3]=[C:4]([NH:17][C:18]2[C:19]3[NH:26][C:25](/[CH:27]=[CH:28]/[CH2:29][NH:30]C(=O)OC(C)(C)C)=[CH:24][C:20]=3[N:21]=[CH:22][N:23]=2)[CH:5]=[CH:6][C:7]=1[O:8][CH2:9][C:10]1[CH:15]=[CH:14][CH:13]=[C:12]([F:16])[CH:11]=1.Cl.[OH-].[Na+], predict the reaction product. (6) Given the reactants [CH:1](OCC)(OCC)OCC.Cl.N1C=CC=CC=1.[CH2:18]([C:22]1[O:26][N:25]=[C:24]([CH2:27][NH:28][C:29]2[C:38]3[C:33](=[CH:34][CH:35]=[CH:36][CH:37]=3)[N:32]=[CH:31][C:30]=2[NH2:39])[CH:23]=1)[CH2:19][CH2:20][CH3:21], predict the reaction product. The product is: [CH2:18]([C:22]1[O:26][N:25]=[C:24]([CH2:27][N:28]2[C:29]3[C:38]4[CH:37]=[CH:36][CH:35]=[CH:34][C:33]=4[N:32]=[CH:31][C:30]=3[N:39]=[CH:1]2)[CH:23]=1)[CH2:19][CH2:20][CH3:21]. (7) Given the reactants O[CH2:2][C:3]1[CH:8]=[CH:7][C:6]([CH:9]2[CH2:14][CH2:13][N:12]([C:15]([O:17][C:18]([CH3:21])([CH3:20])[CH3:19])=[O:16])[CH2:11][CH:10]2[O:22][CH2:23][C:24]2[CH:33]=[CH:32][C:31]3[C:26](=[CH:27][CH:28]=[CH:29][CH:30]=3)[CH:25]=2)=[CH:5][CH:4]=1.C1([N:40]2[C:44]([S:45][S:45][C:44]3[N:43](C4C=CC=CC=4)[N:42]=[N:41][N:40]=3)=[N:43][N:42]=[N:41]2)C=CC=CC=1, predict the reaction product. The product is: [CH:33]1[C:32]2[C:31](=[CH:30][CH:29]=[CH:28][CH:27]=2)[CH:26]=[CH:25][C:24]=1[CH2:23][O:22][CH:10]1[CH:9]([C:6]2[CH:7]=[CH:8][C:3]([CH:2]([S:45][C:44]3[NH:43][N:42]=[N:41][N:40]=3)[C:3]3[CH:8]=[CH:7][CH:6]=[CH:5][CH:4]=3)=[CH:4][CH:5]=2)[CH2:14][CH2:13][N:12]([C:15]([O:17][C:18]([CH3:19])([CH3:21])[CH3:20])=[O:16])[CH2:11]1. (8) Given the reactants Br[C:2]1[CH:23]=[CH:22][C:5]([C:6]([NH:8][S:9]([C:12]2[CH:17]=[CH:16][CH:15]=[CH:14][C:13]=2[S:18](=[O:21])(=[O:20])[NH2:19])(=[O:11])=[O:10])=[O:7])=[CH:4][N:3]=1.[O:24]1[C:28]2[CH:29]=[CH:30][CH:31]=[CH:32][C:27]=2[CH:26]=[C:25]1B(O)O, predict the reaction product. The product is: [O:24]1[C:28]2[CH:29]=[CH:30][CH:31]=[CH:32][C:27]=2[CH:26]=[C:25]1[C:2]1[CH:23]=[CH:22][C:5]([C:6]([NH:8][S:9]([C:12]2[CH:17]=[CH:16][CH:15]=[CH:14][C:13]=2[S:18](=[O:21])(=[O:20])[NH2:19])(=[O:11])=[O:10])=[O:7])=[CH:4][N:3]=1. (9) Given the reactants FC(F)(F)S(O[C:7]1[C:16]2[C:11](=[CH:12][CH:13]=[C:14]([Cl:17])[CH:15]=2)[N:10]=[C:9]2[CH2:18][CH2:19][CH2:20][CH2:21][CH2:22][C:8]=12)(=O)=O.C([O-])([O-])=O.[Cs+].[Cs+].[CH2:31]([NH2:34])[C:32]#[CH:33], predict the reaction product. The product is: [Cl:17][C:14]1[CH:15]=[C:16]2[C:11](=[CH:12][CH:13]=1)[N:10]=[C:9]1[CH2:18][CH2:19][CH2:20][CH2:21][CH2:22][C:8]1=[C:7]2[NH:34][CH2:31][C:32]#[CH:33]. (10) Given the reactants Br[C:2]1[CH:7]=[CH:6][C:5]([C:8]2[NH:9][C:10](=[O:18])[C:11]3[C:16]([CH:17]=2)=[CH:15][N:14]=[CH:13][CH:12]=3)=[CH:4][CH:3]=1.[CH3:19][N:20]1[CH:24]=[C:23](B2OC(C)(C)C(C)(C)O2)[CH:22]=[N:21]1.C(=O)([O-])O.[Na+], predict the reaction product. The product is: [CH3:19][N:20]1[CH:24]=[C:23]([C:2]2[CH:7]=[CH:6][C:5]([C:8]3[NH:9][C:10](=[O:18])[C:11]4[C:16]([CH:17]=3)=[CH:15][N:14]=[CH:13][CH:12]=4)=[CH:4][CH:3]=2)[CH:22]=[N:21]1.